From a dataset of NCI-60 drug combinations with 297,098 pairs across 59 cell lines. Regression. Given two drug SMILES strings and cell line genomic features, predict the synergy score measuring deviation from expected non-interaction effect. Drug 1: CC1C(C(CC(O1)OC2CC(OC(C2O)C)OC3=CC4=CC5=C(C(=O)C(C(C5)C(C(=O)C(C(C)O)O)OC)OC6CC(C(C(O6)C)O)OC7CC(C(C(O7)C)O)OC8CC(C(C(O8)C)O)(C)O)C(=C4C(=C3C)O)O)O)O. Drug 2: CC(C)(C#N)C1=CC(=CC(=C1)CN2C=NC=N2)C(C)(C)C#N. Cell line: SF-295. Synergy scores: CSS=13.1, Synergy_ZIP=0.372, Synergy_Bliss=-3.49, Synergy_Loewe=-7.92, Synergy_HSA=-4.69.